From a dataset of Reaction yield outcomes from USPTO patents with 853,638 reactions. Predict the reaction yield, written as a fraction of the theoretical maximum amount of product (1.0 means a 100% yield; for example, 0.34 means a 34% yield). (1) The reactants are [CH2:1]([O:3][C:4](=[O:28])[CH2:5][C:6]1[N:7]=[C:8]([NH:11][C:12](=[O:27])[CH:13]([C:20]2[CH:25]=[CH:24][CH:23]=[C:22]([Cl:26])[CH:21]=2)[CH2:14][CH:15]2[CH2:19][CH2:18][CH2:17][CH2:16]2)[S:9][CH:10]=1)C.S(=O)(=O)(O)O. The catalyst is CO. The product is [CH3:1][O:3][C:4](=[O:28])[CH2:5][C:6]1[N:7]=[C:8]([NH:11][C:12](=[O:27])[CH:13]([C:20]2[CH:25]=[CH:24][CH:23]=[C:22]([Cl:26])[CH:21]=2)[CH2:14][CH:15]2[CH2:16][CH2:17][CH2:18][CH2:19]2)[S:9][CH:10]=1. The yield is 0.609. (2) The reactants are [CH:1]1([NH:6][C:7]2[CH:8]=[C:9]([CH2:24][S:25]([CH3:28])(=[O:27])=[O:26])[CH:10]=[C:11]3[C:15]=2[NH:14][C:13]([C:16]2[S:17][CH2:18][C@@H:19]([CH2:21][CH2:22]O)[N:20]=2)=[CH:12]3)[CH2:5][CH2:4][CH2:3][CH2:2]1.[I:29]I.C1(P(C2C=CC=CC=2)C2C=CC=CC=2)C=CC=CC=1.N1C=CN=C1. The catalyst is O1CCCC1.O. The product is [CH:1]1([NH:6][C:7]2[CH:8]=[C:9]([CH2:24][S:25]([CH3:28])(=[O:27])=[O:26])[CH:10]=[C:11]3[C:15]=2[NH:14][C:13]([C:16]2[S:17][CH2:18][C@@H:19]([CH2:21][CH2:22][I:29])[N:20]=2)=[CH:12]3)[CH2:5][CH2:4][CH2:3][CH2:2]1. The yield is 0.540. (3) The reactants are [OH:1][C:2]1[CH:3]=[C:4]([CH:9]=[C:10]([OH:12])[CH:11]=1)[C:5]([O:7][CH3:8])=[O:6].[C:13]([O-:16])([O-])=O.[K+].[K+].[CH2:19](Cl)[O:20][CH3:21].[CH3:23]C#N. The catalyst is C(Cl)Cl. The product is [CH3:8][O:7][C:5](=[O:6])[C:4]1[CH:3]=[C:2]([O:1][CH2:19][O:20][CH3:21])[CH:11]=[C:10]([O:12][CH2:23][O:16][CH3:13])[CH:9]=1. The yield is 0.570.